Predict the product of the given reaction. From a dataset of Forward reaction prediction with 1.9M reactions from USPTO patents (1976-2016). (1) Given the reactants C[C:2]1[CH:7]=[C:6](C(F)(F)F)[CH:5]=[CH:4][C:3]=1C1C=CC=C2C=1C=CC=[C:17]2[CH2:22][OH:23].C1C=CC(P(C2C=CC=CC=2)C2C=CC=CC=2)=CC=1.[C:43]([O:47]C(NC(NC(OC(C)(C)C)=O)=N)=O)(C)(C)[CH3:44].CC(OC(/N=N/C(OC(C)C)=O)=O)C, predict the reaction product. The product is: [CH3:44][CH2:43][O:47][C:22]([CH3:17])=[O:23].[CH3:6][CH2:7][CH2:2][CH2:3][CH2:4][CH3:5]. (2) Given the reactants C[O:2][CH:3]([O:31]C)[CH2:4][N:5]([C:10](=[O:30])[CH2:11][CH2:12][CH:13]([P:22]([CH2:27][CH:28]=[CH2:29])([CH2:24][CH:25]=[CH2:26])=[O:23])[P:14]([CH2:19][CH:20]=[CH2:21])([CH2:16][CH:17]=[CH2:18])=[O:15])[CH2:6][C:7](O)=[O:8].C(O)(C(F)(F)F)=O, predict the reaction product. The product is: [O:8]=[CH:7][CH2:6][N:5]([C:10](=[O:30])[CH2:11][CH2:12][CH:13]([P:22]([CH2:27][CH:28]=[CH2:29])([CH2:24][CH:25]=[CH2:26])=[O:23])[P:14]([CH2:16][CH:17]=[CH2:18])([CH2:19][CH:20]=[CH2:21])=[O:15])[CH2:4][C:3]([OH:31])=[O:2]. (3) Given the reactants [C:1]1([CH3:11])[CH:6]=[CH:5][C:4]([S:7](Cl)(=[O:9])=[O:8])=[CH:3][CH:2]=1.[CH2:12]([O:19][CH2:20][C@H:21]([C@H:24]([O:26][Si:27]([C:30]([CH3:33])([CH3:32])[CH3:31])([CH3:29])[CH3:28])[CH3:25])[CH2:22][OH:23])[C:13]1[CH:18]=[CH:17][CH:16]=[CH:15][CH:14]=1.C(OCC)(=O)C.C(O)(=O)CC(CC(O)=O)(C(O)=O)O, predict the reaction product. The product is: [CH3:11][C:1]1[CH:6]=[CH:5][C:4]([S:7]([O:23][CH2:22][C@@H:21]([CH2:20][O:19][CH2:12][C:13]2[CH:14]=[CH:15][CH:16]=[CH:17][CH:18]=2)[C@H:24]([O:26][Si:27]([C:30]([CH3:33])([CH3:32])[CH3:31])([CH3:29])[CH3:28])[CH3:25])(=[O:9])=[O:8])=[CH:3][CH:2]=1. (4) The product is: [O:12]=[C:8]([C:2]1[CH:7]=[CH:6][CH:5]=[CH:4][CH:3]=1)[C:9]([O:11][CH2:25][CH2:24][O:23][C:20]1[CH:21]=[CH:22][C:17]([C:15](=[O:16])[C:14]([OH:13])([CH3:27])[CH3:28])=[CH:18][CH:19]=1)=[O:10]. Given the reactants [Cl-].[C:2]1([C:8](=[O:12])[C:9]([OH:11])=[O:10])[CH:7]=[CH:6][CH:5]=[CH:4][CH:3]=1.[OH:13][C:14]([CH3:28])([CH3:27])[C:15]([C:17]1[CH:22]=[CH:21][C:20]([O:23][CH2:24][CH2:25]O)=[CH:19][CH:18]=1)=[O:16].O=C(C1C=CC=CC=1)C(Cl)=O, predict the reaction product. (5) Given the reactants Cl[C:2]1[C:11]2[C:6](=[CH:7][CH:8]=[CH:9][CH:10]=2)[CH:5]=[C:4]([NH:12][C:13]2[CH:17]=[C:16](C)[NH:15][N:14]=2)[N:3]=1.[CH2:19]([O:23][C:24]1[CH:29]=[CH:28][C:27]([NH2:30])=[CH:26][CH:25]=1)[CH2:20][CH2:21][CH3:22], predict the reaction product. The product is: [CH2:19]([O:23][C:24]1[CH:25]=[CH:26][C:27]([NH:30][C:2]2[C:11]3[C:6](=[CH:7][CH:8]=[CH:9][CH:10]=3)[CH:5]=[C:4]([NH:12][C:13]3[CH:17]=[CH:16][NH:15][N:14]=3)[N:3]=2)=[CH:28][CH:29]=1)[CH2:20][CH2:21][CH3:22]. (6) The product is: [CH3:3][C:4]1[CH:5]=[C:6]([CH:20]=[CH:21][CH:22]=1)[C:7]([C:9]1[C:18](=[O:19])[C:17]2[C:12](=[CH:13][CH:14]=[CH:15][CH:16]=2)[N:11]([CH2:25][C:26]2[CH:31]=[CH:30][CH:29]=[CH:28][N:27]=2)[CH:10]=1)=[O:8]. Given the reactants [H-].[Na+].[CH3:3][C:4]1[CH:5]=[C:6]([CH:20]=[CH:21][CH:22]=1)[C:7]([CH:9]1[C:18](=[O:19])[C:17]2[C:12](=[CH:13][CH:14]=[CH:15][CH:16]=2)[NH:11][CH2:10]1)=[O:8].Br.Br[CH2:25][C:26]1[CH:31]=[CH:30][CH:29]=[CH:28][N:27]=1, predict the reaction product.